From a dataset of Forward reaction prediction with 1.9M reactions from USPTO patents (1976-2016). Predict the product of the given reaction. (1) The product is: [C:15]([Si:19]([CH3:34])([CH3:33])[O:20][C:21]1[C:22]([O:31][CH3:32])=[C:23]([CH:24]([C:2]2[C:3]([Cl:9])=[N:4][C:5]([Cl:8])=[N:6][CH:7]=2)[OH:25])[C:26]([F:30])=[C:27]([F:29])[CH:28]=1)([CH3:18])([CH3:17])[CH3:16]. Given the reactants Br[C:2]1[C:3]([Cl:9])=[N:4][C:5]([Cl:8])=[N:6][CH:7]=1.C([Mg]Cl)(C)C.[C:15]([Si:19]([CH3:34])([CH3:33])[O:20][C:21]1[C:22]([O:31][CH3:32])=[C:23]([C:26]([F:30])=[C:27]([F:29])[CH:28]=1)[CH:24]=[O:25])([CH3:18])([CH3:17])[CH3:16].[Cl-].[NH4+], predict the reaction product. (2) Given the reactants [OH:1][C:2]1[C:11]2[C:6](=[CH:7][CH:8]=[CH:9][C:10]=2[Cl:12])[N:5]([CH3:13])[C:4](=[O:14])[C:3]=1[C:15]([OH:17])=O.[CH2:18]([NH:20][C:21]1[CH:26]=[CH:25][CH:24]=[CH:23][CH:22]=1)[CH3:19].ClP(Cl)(C1C=CC=CC=1)(C1C=CC=CC=1)C1C=CC=CC=1, predict the reaction product. The product is: [CH3:19][CH2:18][N:20]([C:15]([C:3]1[C:4](=[O:14])[N:5]([CH3:13])[C:6]2[CH:7]=[CH:8][CH:9]=[C:10]([Cl:12])[C:11]=2[C:2]=1[OH:1])=[O:17])[C:21]1[CH:22]=[CH:23][CH:24]=[CH:25][CH:26]=1. (3) Given the reactants [C:1]([C:4]1[N:9]=[N:8][C:7]([NH:10][C@@H:11]2[CH2:16][CH2:15][CH2:14][CH2:13][C@@H:12]2[NH:17]C(=O)OC(C)(C)C)=[CH:6][C:5]=1[NH:25][C:26]1[CH:31]=[CH:30][C:29]([O:32][CH3:33])=[C:28]([CH2:34][CH2:35][CH3:36])[N:27]=1)(=[O:3])[NH2:2].FC(F)(F)C(O)=O, predict the reaction product. The product is: [NH2:17][C@H:12]1[CH2:13][CH2:14][CH2:15][CH2:16][C@H:11]1[NH:10][C:7]1[N:8]=[N:9][C:4]([C:1]([NH2:2])=[O:3])=[C:5]([NH:25][C:26]2[CH:31]=[CH:30][C:29]([O:32][CH3:33])=[C:28]([CH2:34][CH2:35][CH3:36])[N:27]=2)[CH:6]=1. (4) Given the reactants [N:1]1[CH:6]=[CH:5][CH:4]=[CH:3][C:2]=1[C:7]1[CH:12]=[CH:11][C:10]([CH2:13][C:14]([OH:16])=O)=[CH:9][CH:8]=1.[F:17][C:18]1[CH:19]=[C:20]([CH:23]=[CH:24][CH:25]=1)[CH2:21][NH2:22].C1CN([P+](ON2N=NC3C=CC=CC2=3)(N2CCCC2)N2CCCC2)CC1.F[P-](F)(F)(F)(F)F.CCN(C(C)C)C(C)C, predict the reaction product. The product is: [F:17][C:18]1[CH:19]=[C:20]([CH:23]=[CH:24][CH:25]=1)[CH2:21][NH:22][C:14](=[O:16])[CH2:13][C:10]1[CH:9]=[CH:8][C:7]([C:2]2[CH:3]=[CH:4][CH:5]=[CH:6][N:1]=2)=[CH:12][CH:11]=1. (5) Given the reactants [CH2:1]([C:3]1[C:7]([CH2:8]O)=[C:6]([CH2:10][CH3:11])[O:5][N:4]=1)[CH3:2].[Br:12]P(Br)Br, predict the reaction product. The product is: [Br:12][CH2:8][C:7]1[C:3]([CH2:1][CH3:2])=[N:4][O:5][C:6]=1[CH2:10][CH3:11]. (6) Given the reactants [F:1][C:2]([F:7])([F:6])[C:3]([OH:5])=[O:4].[F:8][C:9]([F:14])([F:13])[C:10]([OH:12])=[O:11].FC(F)(F)C(O)=O.[Cl:22][C:23]1[CH:24]=[N:25][C:26]2[NH:27][C:28]3[CH:29]=[N:30][CH:31]=[C:32]([CH:54]=3)[CH2:33][CH2:34][C:35]3[CH:43]=[C:39]([NH:40][C:41]=1[N:42]=2)[CH:38]=[CH:37][C:36]=3[NH:44][C:45](=[O:53])[CH2:46][CH:47]1[CH2:52][CH2:51][NH:50][CH2:49][CH2:48]1.[CH3:55][N:56]([CH3:60])[C:57](Cl)=[O:58], predict the reaction product. The product is: [F:1][C:2]([F:7])([F:6])[C:3]([OH:5])=[O:4].[F:8][C:9]([F:14])([F:13])[C:10]([OH:12])=[O:11].[Cl:22][C:23]1[CH:24]=[N:25][C:26]2[NH:27][C:28]3[CH:29]=[N:30][CH:31]=[C:32]([CH:54]=3)[CH2:33][CH2:34][C:35]3[CH:43]=[C:39]([NH:40][C:41]=1[N:42]=2)[CH:38]=[CH:37][C:36]=3[NH:44][C:45](=[O:53])[CH2:46][CH:47]1[CH2:52][CH2:51][N:50]([C:57]([N:56]([CH3:60])[CH3:55])=[O:58])[CH2:49][CH2:48]1. (7) The product is: [NH2:10][C:11]1[C:12]([C:28]([NH:30][C:31]2[CH:32]=[N:33][CH:34]=[CH:35][C:36]=2[N:37]2[CH2:42][C@H:41]([C:43]([F:45])([F:46])[F:44])[CH2:40][C@H:39]([NH2:47])[CH2:38]2)=[O:29])=[N:13][C:14]2[C:19]([CH:20]=1)=[CH:18][CH:17]=[C:16]([N:21]1[CH2:26][CH2:25][N:24]([CH3:27])[CH2:23][CH2:22]1)[CH:15]=2. Given the reactants C(OC(=O)[NH:10][C:11]1[C:12]([C:28]([NH:30][C:31]2[CH:32]=[N:33][CH:34]=[CH:35][C:36]=2[N:37]2[CH2:42][C@H:41]([C:43]([F:46])([F:45])[F:44])[CH2:40][C@H:39]([NH:47]C(OC(C)(C)C)=O)[CH2:38]2)=[O:29])=[N:13][C:14]2[C:19]([CH:20]=1)=[CH:18][CH:17]=[C:16]([N:21]1[CH2:26][CH2:25][N:24]([CH3:27])[CH2:23][CH2:22]1)[CH:15]=2)C1C=CC=CC=1.Br, predict the reaction product. (8) Given the reactants [CH2:1]([O:3][C:4](=[O:17])[C:5]([CH3:16])([CH2:11][CH:12]=[C:13]([CH3:15])[CH3:14])[C:6]([O:8][CH2:9][CH3:10])=[O:7])[CH3:2], predict the reaction product. The product is: [CH2:1]([O:3][C:4](=[O:17])[C:5]([CH3:16])([CH2:11][CH2:12][CH:13]([CH3:15])[CH3:14])[C:6]([O:8][CH2:9][CH3:10])=[O:7])[CH3:2]. (9) Given the reactants [S:1]1[CH:5]=[CH:4][CH:3]=[C:2]1[S:6]([NH:9][C:10]1[CH:11]=[C:12]([O:30][C:31]([F:34])([F:33])[F:32])[CH:13]=[C:14]2[C:18]=1[NH:17][C:16]([C:19]1[S:20][CH:21]([CH2:24][C:25]([O:27]CC)=[O:26])[CH2:22][N:23]=1)=[CH:15]2)(=[O:8])=[O:7].[OH-].[Na+].O1CCCC1.C(O)(=O)CC(CC(O)=O)(C(O)=O)O, predict the reaction product. The product is: [S:1]1[CH:5]=[CH:4][CH:3]=[C:2]1[S:6]([NH:9][C:10]1[CH:11]=[C:12]([O:30][C:31]([F:32])([F:34])[F:33])[CH:13]=[C:14]2[C:18]=1[NH:17][C:16]([C:19]1[S:20][CH:21]([CH2:24][C:25]([OH:27])=[O:26])[CH2:22][N:23]=1)=[CH:15]2)(=[O:7])=[O:8]. (10) Given the reactants [F:1][C:2]1[CH:7]=[C:6]([CH2:8][N:9]2[CH2:13][CH2:12][CH2:11][CH2:10]2)[CH:5]=[CH:4][C:3]=1[CH2:14][CH2:15][NH2:16].[Cl:17][C:18]1[CH:23]=[CH:22][C:21]([C:24]2[CH:29]=[CH:28][C:27]([C:30](O)=[O:31])=[CH:26][CH:25]=2)=[CH:20][CH:19]=1, predict the reaction product. The product is: [F:1][C:2]1[CH:7]=[C:6]([CH2:8][N:9]2[CH2:10][CH2:11][CH2:12][CH2:13]2)[CH:5]=[CH:4][C:3]=1[CH2:14][CH2:15][NH:16][C:30]([C:27]1[CH:26]=[CH:25][C:24]([C:21]2[CH:22]=[CH:23][C:18]([Cl:17])=[CH:19][CH:20]=2)=[CH:29][CH:28]=1)=[O:31].